Dataset: Full USPTO retrosynthesis dataset with 1.9M reactions from patents (1976-2016). Task: Predict the reactants needed to synthesize the given product. Given the product [CH2:43]=[C:42]([C:2]1[C:6]2=[N:7][C:8]([C:11]([NH:13][C:14]3[CH:15]=[N:16][CH:17]=[CH:18][C:19]=3[N:20]3[CH2:25][CH2:24][CH2:23][C@H:22]([NH:26][C:27](=[O:33])[O:28][C:29]([CH3:32])([CH3:31])[CH3:30])[CH2:21]3)=[O:12])=[CH:9][CH:10]=[C:5]2[O:4][CH:3]=1)[CH3:44], predict the reactants needed to synthesize it. The reactants are: Br[C:2]1[C:6]2=[N:7][C:8]([C:11]([NH:13][C:14]3[CH:15]=[N:16][CH:17]=[CH:18][C:19]=3[N:20]3[CH2:25][CH2:24][CH2:23][C@H:22]([NH:26][C:27](=[O:33])[O:28][C:29]([CH3:32])([CH3:31])[CH3:30])[CH2:21]3)=[O:12])=[CH:9][CH:10]=[C:5]2[O:4][CH:3]=1.[O-]P([O-])([O-])=O.[K+].[K+].[K+].[C:42](B1OC(C)(C)C(C)(C)O1)([CH3:44])=[CH2:43].